Predict which catalyst facilitates the given reaction. From a dataset of Catalyst prediction with 721,799 reactions and 888 catalyst types from USPTO. Reactant: [F:1][C:2]1[C:3]2[O:28][N:27]=[C:26]([C:29]3[N:30]([CH3:34])[CH:31]=[CH:32][N:33]=3)[C:4]=2[CH:5]=[C:6]2[C:19]=1[N:18]1[CH2:20][C@@H:21]([CH3:25])[O:22][C@@H:23]([CH3:24])[C@H:17]1[C:8]1([C:13](=[O:14])[NH:12][C:11](=[O:15])[NH:10][C:9]1=[O:16])[CH2:7]2. Product: [F:1][C:2]1[C:3]2[O:28][N:27]=[C:26]([C:29]3[N:30]([CH3:34])[CH:31]=[CH:32][N:33]=3)[C:4]=2[CH:5]=[C:6]2[C:19]=1[N:18]1[CH2:20][C@@H:21]([CH3:25])[O:22][C@@H:23]([CH3:24])[C@@H:17]1[C:8]1([C:13](=[O:14])[NH:12][C:11](=[O:15])[NH:10][C:9]1=[O:16])[CH2:7]2. The catalyst class is: 8.